Dataset: Forward reaction prediction with 1.9M reactions from USPTO patents (1976-2016). Task: Predict the product of the given reaction. (1) Given the reactants [CH3:1][O:2][C:3](=[O:16])[CH2:4][C:5]([CH3:15])([N:7]1[CH:11]=[C:10]([N+:12]([O-])=O)[N:9]=[CH:8]1)[CH3:6].[F:17][C:18]1[CH:19]=[C:20]2[C:25](=[C:26]([F:28])[CH:27]=1)[CH2:24][CH:23]([NH:29][CH:30]([CH2:34][CH2:35][CH3:36])[C:31](O)=[O:32])[CH2:22][CH2:21]2, predict the reaction product. The product is: [CH3:1][O:2][C:3](=[O:16])[CH2:4][C:5]([N:7]1[CH:11]=[C:10]([NH:12][C:31](=[O:32])[CH:30]([NH:29][CH:23]2[CH2:22][CH2:21][C:20]3[C:25](=[C:26]([F:28])[CH:27]=[C:18]([F:17])[CH:19]=3)[CH2:24]2)[CH2:34][CH2:35][CH3:36])[N:9]=[CH:8]1)([CH3:15])[CH3:6]. (2) Given the reactants [CH3:1][C:2]([C:4]1[C:9]([O:10][CH3:11])=[CH:8][CH:7]=[CH:6][C:5]=1[O:12][CH3:13])=O.[NH2:14][CH2:15][CH:16]1[CH2:20][CH2:19][CH2:18][N:17]1[CH2:21][CH3:22].S([O-])([O-])(=O)=O.[Mg+2], predict the reaction product. The product is: [CH3:13][O:12][C:5]1[CH:6]=[CH:7][CH:8]=[C:9]([O:10][CH3:11])[C:4]=1/[C:2](=[N:14]/[CH2:15][CH:16]1[CH2:20][CH2:19][CH2:18][N:17]1[CH2:21][CH3:22])/[CH3:1].